This data is from Retrosynthesis with 50K atom-mapped reactions and 10 reaction types from USPTO. The task is: Predict the reactants needed to synthesize the given product. The reactants are: O=C(c1cc(C(F)(F)F)cc(C(F)(F)F)c1)N1CCN(Cc2ccccc2)C[C@H]1Cc1c[nH]c2ccccc12. Given the product O=C(c1cc(C(F)(F)F)cc(C(F)(F)F)c1)N1CCNC[C@H]1Cc1c[nH]c2ccccc12, predict the reactants needed to synthesize it.